From a dataset of Reaction yield outcomes from USPTO patents with 853,638 reactions. Predict the reaction yield, written as a fraction of the theoretical maximum amount of product (1.0 means a 100% yield; for example, 0.34 means a 34% yield). (1) The reactants are Br[C:2]1[CH:3]=[CH:4][C:5]2[N:6]([N:8]=[C:9]([N:11]3[CH2:16][CH2:15][O:14][CH2:13][CH2:12]3)[N:10]=2)[CH:7]=1.[C:17](=[O:24])([O:19][C:20]([CH3:23])([CH3:22])[CH3:21])[NH2:18].C(=O)([O-])[O-].[Cs+].[Cs+].C1(P(C2C=CC=CC=2)C2C3OC4C(=CC=CC=4P(C4C=CC=CC=4)C4C=CC=CC=4)C(C)(C)C=3C=CC=2)C=CC=CC=1. The catalyst is C1C=CC(/C=C/C(/C=C/C2C=CC=CC=2)=O)=CC=1.C1C=CC(/C=C/C(/C=C/C2C=CC=CC=2)=O)=CC=1.C1C=CC(/C=C/C(/C=C/C2C=CC=CC=2)=O)=CC=1.[Pd].[Pd]. The product is [C:20]([O:19][C:17](=[O:24])[NH:18][C:2]1[CH:3]=[CH:4][C:5]2[N:6]([N:8]=[C:9]([N:11]3[CH2:16][CH2:15][O:14][CH2:13][CH2:12]3)[N:10]=2)[CH:7]=1)([CH3:23])([CH3:22])[CH3:21]. The yield is 0.204. (2) The reactants are [Cl:1][C:2]1[C:3]([OH:20])=[CH:4][C:5]([OH:19])=[C:6]([C:8](=[O:18])[CH2:9][C:10]2[CH:15]=[CH:14][CH:13]=[CH:12][C:11]=2[O:16][CH3:17])[CH:7]=1.[C:21]1(C)C=C(C)C=C(C)C=1Cl. The catalyst is CN(C=O)C. The product is [Cl:1][C:2]1[CH:7]=[C:6]2[C:5](=[CH:4][C:3]=1[OH:20])[O:19][CH:21]=[C:9]([C:10]1[CH:15]=[CH:14][CH:13]=[CH:12][C:11]=1[O:16][CH3:17])[C:8]2=[O:18]. The yield is 0.600. (3) The reactants are [C:1]1([O:8][CH3:9])[C:2](=[CH:4][CH:5]=[CH:6][CH:7]=1)[OH:3].[CH3:10][CH:11]([Si:13](Cl)([CH:17]([CH3:19])[CH3:18])[CH:14]([CH3:16])[CH3:15])[CH3:12].N1C=CN=C1. The catalyst is CCOC(C)=O. The product is [CH:11]([Si:13]([CH:17]([CH3:19])[CH3:18])([CH:14]([CH3:16])[CH3:15])[O:3][C:2]1[CH:4]=[CH:5][CH:6]=[CH:7][C:1]=1[O:8][CH3:9])([CH3:12])[CH3:10]. The yield is 0.690. (4) The reactants are Br[C:2]1[CH:3]=[C:4](/[CH:35]=[CH:36]/[C:37]([O:39][CH3:40])=[O:38])[C:5]2[N:6]([C:8]([C:29]3[CH:34]=[CH:33][CH:32]=[CH:31][CH:30]=3)=[C:9]([C:11]3[CH:16]=[CH:15][C:14]([C:17]4([NH:21]C(OC(C)(C)C)=O)[CH2:20][CH2:19][CH2:18]4)=[CH:13][CH:12]=3)[N:10]=2)[N:7]=1. The catalyst is [Pd].C(O)C.C1COCC1. The product is [NH2:21][C:17]1([C:14]2[CH:15]=[CH:16][C:11]([C:9]3[N:10]=[C:5]4[C:4]([CH2:35][CH2:36][C:37]([O:39][CH3:40])=[O:38])=[CH:3][CH:2]=[N:7][N:6]4[C:8]=3[C:29]3[CH:30]=[CH:31][CH:32]=[CH:33][CH:34]=3)=[CH:12][CH:13]=2)[CH2:18][CH2:19][CH2:20]1. The yield is 0.0100. (5) The reactants are C(OC([N:8]([CH2:26][C:27]([O:29][C:30](C)([CH3:32])[CH3:31])=[O:28])[C:9]1[CH:14]=[CH:13][CH:12]=[C:11]([CH2:15][NH:16][S:17]([C:20]2[CH:25]=[CH:24][CH:23]=[CH:22][N:21]=2)(=[O:19])=[O:18])[N:10]=1)=O)(C)(C)C.C(OC(N(CC(OC(C)(C)C)=O)C1C=CC=C(CNS(C2SC=CC=2)(=O)=O)N=1)=O)(C)(C)C.Cl.C(O)(C)C. No catalyst specified. The product is [N:21]1[CH:22]=[CH:23][CH:24]=[CH:25][C:20]=1[S:17]([NH:16][CH2:15][C:11]1[N:10]=[C:9]([NH:8][CH2:26][C:27]([O:29][CH:30]([CH3:32])[CH3:31])=[O:28])[CH:14]=[CH:13][CH:12]=1)(=[O:18])=[O:19]. The yield is 0.960. (6) The reactants are [C:1]1([C:7]2[N:11]([S:12]([C:15]3[CH:20]=[CH:19][CH:18]=[C:17]([C:21]([CH3:24])([OH:23])[CH3:22])[CH:16]=3)(=[O:14])=[O:13])[CH:10]=[C:9]([CH2:25][NH:26][C:27](=O)OC(C)(C)C)[CH:8]=2)[CH:6]=[CH:5][CH:4]=[CH:3][CH:2]=1.C(OCC)(=O)C.Cl. The catalyst is C(O)C. The product is [CH3:27][NH:26][CH2:25][C:9]1[CH:8]=[C:7]([C:1]2[CH:6]=[CH:5][CH:4]=[CH:3][CH:2]=2)[N:11]([S:12]([C:15]2[CH:16]=[C:17]([C:21]([OH:23])([CH3:24])[CH3:22])[CH:18]=[CH:19][CH:20]=2)(=[O:14])=[O:13])[CH:10]=1. The yield is 0.760.